From a dataset of Forward reaction prediction with 1.9M reactions from USPTO patents (1976-2016). Predict the product of the given reaction. The product is: [Br:25][C:3]1[C:2](=[O:1])[C:6]2([CH2:11][CH2:10][N:9]([C:12]([O:14][C:15]([CH3:18])([CH3:17])[CH3:16])=[O:13])[CH2:8][CH2:7]2)[O:5][C:4]=1[C:19]1[CH:24]=[CH:23][N:22]=[CH:21][CH:20]=1. Given the reactants [O:1]=[C:2]1[C:6]2([CH2:11][CH2:10][N:9]([C:12]([O:14][C:15]([CH3:18])([CH3:17])[CH3:16])=[O:13])[CH2:8][CH2:7]2)[O:5][C:4]([C:19]2[CH:24]=[CH:23][N:22]=[CH:21][CH:20]=2)=[CH:3]1.[Br:25]NC(=O)CCC(N)=O.C1C(=O)N(Br)C(=O)C1, predict the reaction product.